From a dataset of Full USPTO retrosynthesis dataset with 1.9M reactions from patents (1976-2016). Predict the reactants needed to synthesize the given product. (1) Given the product [C:2]([OH:4])(=[O:3])[CH2:1][C:1]([CH2:1][C:2]([OH:4])=[O:3])([C:2]([OH:4])=[O:3])[OH:5], predict the reactants needed to synthesize it. The reactants are: [CH3:1][C:2]([OH:4])=[O:3].[OH2:5]. (2) The reactants are: [CH2:18]([N:12]([CH2:17][C:18](O)=O)[CH2:13][C:14]([OH:16])=O)[CH2:17][N:12](CC(O)=O)[CH2:13][C:14]([OH:16])=O.[CH2:21](O)[C@H:22]([C@H:24]([C@@H:26]([C@@H:28]([CH2:30]O)O)O)[OH:25])O.[CH2:33](O)[C@H:34]1O[C@H](O[C@:34]2([CH2:33]O)O[C@H](CO)[C@@H:36](O)[C@@H:35]2O)[C@H](O)[C@@H:36](O)[C@@H:35]1O.[CH3:56]C[Hg]SC1C(C([O-])=O)=CC=CC=1.[Na+].C(O)[C:71](N)([CH2:74]O)[CH2:72][OH:73]. Given the product [CH3:56][CH:17]([NH:12][CH2:13][CH:14]([OH:16])[C:30]1[CH:28]=[CH:26][C:24]([OH:25])=[CH:22][CH:21]=1)[CH2:18][CH2:36][C:35]1[CH:34]=[CH:33][C:72]([OH:73])=[CH:71][CH:74]=1, predict the reactants needed to synthesize it. (3) Given the product [F:13][C:14]1[CH:21]=[CH:20][C:19]([O:10][C@H:8]([C:4]2[CH:5]=[CH:6][CH:7]=[C:2]([Cl:1])[CH:3]=2)[CH3:9])=[CH:18][C:15]=1[C:16]#[N:17], predict the reactants needed to synthesize it. The reactants are: [Cl:1][C:2]1[CH:3]=[C:4]([C@@H:8]([OH:10])[CH3:9])[CH:5]=[CH:6][CH:7]=1.[H-].[Na+].[F:13][C:14]1[CH:21]=[CH:20][CH:19]=[C:18](F)[C:15]=1[C:16]#[N:17]. (4) The reactants are: [N:1]1([S:6]([C:9]2[CH:10]=[C:11]([C:15]([OH:17])=[O:16])[CH:12]=[CH:13][CH:14]=2)(=[O:8])=[O:7])[CH2:5][CH2:4][CH2:3][CH2:2]1.[CH3:18][Si](C=[N+]=[N-])(C)C. Given the product [CH3:18][O:16][C:15](=[O:17])[C:11]1[CH:12]=[CH:13][CH:14]=[C:9]([S:6]([N:1]2[CH2:2][CH2:3][CH2:4][CH2:5]2)(=[O:7])=[O:8])[CH:10]=1, predict the reactants needed to synthesize it. (5) The reactants are: OC(C(F)(F)F)=O.[NH2:8][CH2:9][CH2:10][C:11]1[CH:16]=[CH:15][C:14]([N:17]2[S:21](=[O:23])(=[O:22])[N:20]([CH2:24][CH2:25][Si:26]([CH3:29])([CH3:28])[CH3:27])[C:19](=[O:30])[CH2:18]2)=[C:13]([O:31][CH2:32][C:33]2[CH:38]=[CH:37][CH:36]=[CH:35][CH:34]=2)[CH:12]=1.C(N(CC)CC)C.[C:46](Cl)(=[O:53])[C:47]1[CH:52]=[CH:51][CH:50]=[CH:49][CH:48]=1. Given the product [CH2:32]([O:31][C:13]1[CH:12]=[C:11]([CH2:10][CH2:9][NH:8][C:46](=[O:53])[C:47]2[CH:52]=[CH:51][CH:50]=[CH:49][CH:48]=2)[CH:16]=[CH:15][C:14]=1[N:17]1[CH2:18][C:19](=[O:30])[N:20]([CH2:24][CH2:25][Si:26]([CH3:27])([CH3:28])[CH3:29])[S:21]1(=[O:23])=[O:22])[C:33]1[CH:34]=[CH:35][CH:36]=[CH:37][CH:38]=1, predict the reactants needed to synthesize it. (6) Given the product [CH3:28][C:26]1[CH:25]=[CH:24][N:23]=[C:22]([NH:21][C:19]2[S:20][C:16]3[CH2:15][CH2:14][N:13]([CH2:29][CH:30]4[CH2:34][CH2:33][CH2:32][O:31]4)[C:12]4=[N:8][NH:9][CH:10]=[C:11]4[C:17]=3[N:18]=2)[N:27]=1, predict the reactants needed to synthesize it. The reactants are: COC1C=CC(C[N:8]2[C:12]3[N:13]([CH2:29][CH:30]4[CH2:34][CH2:33][CH2:32][O:31]4)[CH2:14][CH2:15][C:16]4[S:20][C:19]([NH:21][C:22]5[N:27]=[C:26]([CH3:28])[CH:25]=[CH:24][N:23]=5)=[N:18][C:17]=4[C:11]=3[CH:10]=[N:9]2)=CC=1. (7) Given the product [Cl:1][C:2]1[CH:11]=[C:10]([CH3:12])[C:9]2[CH:8]=[C:7]3[O:13][C:14]([CH3:18])([CH3:17])[C@H:15]4[O:30][C@H:16]4[C:6]3=[CH:5][C:4]=2[N:3]=1, predict the reactants needed to synthesize it. The reactants are: [Cl:1][C:2]1[CH:11]=[C:10]([CH3:12])[C:9]2[CH:8]=[C:7]3[O:13][C:14]([CH3:18])([CH3:17])[CH:15]=[CH:16][C:6]3=[CH:5][C:4]=2[N:3]=1.CN1C=CN=C1.Cl[O-].[Na+].S([O-])([O-])(=[O:30])=S.[Na+].[Na+].